From a dataset of hERG Central: cardiac toxicity at 1µM, 10µM, and general inhibition. Predict hERG channel inhibition at various concentrations. The molecule is N#Cc1ccc(OCC(=O)N2CCN(c3ccc(C(F)(F)F)cn3)CC2)cc1. Results: hERG_inhib (hERG inhibition (general)): blocker.